From a dataset of Reaction yield outcomes from USPTO patents with 853,638 reactions. Predict the reaction yield, written as a fraction of the theoretical maximum amount of product (1.0 means a 100% yield; for example, 0.34 means a 34% yield). (1) The reactants are [NH2:1][CH2:2][CH2:3][CH2:4][CH2:5][CH2:6][CH2:7][NH:8][C:9](=[O:40])[CH:10]([NH:32][C:33]([O:35][C:36]([CH3:39])([CH3:38])[CH3:37])=[O:34])[CH2:11][CH2:12][CH2:13][NH:14][C:15]([NH:24][C:25]([O:27][C:28]([CH3:31])([CH3:30])[CH3:29])=[O:26])=[N:16][C:17]([O:19][C:20]([CH3:23])([CH3:22])[CH3:21])=[O:18].C(N=C=NCCCN(C)C)C.[CH3:52][CH2:53][C:54]([C:56]([C:58]1[CH:59]=[CH:60][C:61]([O:66][CH2:67][C:68](O)=[O:69])=[C:62]([Cl:65])[C:63]=1[Cl:64])=[O:57])=[CH2:55].C(N(CC)CC)C. The catalyst is CN(C)C=O. The product is [Cl:65][C:62]1[C:63]([Cl:64])=[C:58]([C:56](=[O:57])[C:54](=[CH2:55])[CH2:53][CH3:52])[CH:59]=[CH:60][C:61]=1[O:66][CH2:67][C:68]([NH:1][CH2:2][CH2:3][CH2:4][CH2:5][CH2:6][CH2:7][NH:8][C:9](=[O:40])[CH:10]([NH:32][C:33]([O:35][C:36]([CH3:39])([CH3:38])[CH3:37])=[O:34])[CH2:11][CH2:12][CH2:13][NH:14][C:15]([NH:24][C:25]([O:27][C:28]([CH3:29])([CH3:30])[CH3:31])=[O:26])=[N:16][C:17]([O:19][C:20]([CH3:23])([CH3:22])[CH3:21])=[O:18])=[O:69]. The yield is 0.500. (2) The reactants are [Cl:1][C:2]1[N:10]=[C:9]2[C:5]([N:6]=[CH:7][NH:8]2)=[C:4]([N:11]2[CH2:16][CH2:15][O:14][CH2:13][C@H:12]2[CH3:17])[N:3]=1.[Br:18]Br.S([O-])([O-])(=O)=S.[Na+].[Na+]. The catalyst is C(Cl)Cl. The product is [Br:18][C:7]1[NH:8][C:9]2[C:5]([N:6]=1)=[C:4]([N:11]1[CH2:16][CH2:15][O:14][CH2:13][C@H:12]1[CH3:17])[N:3]=[C:2]([Cl:1])[N:10]=2. The yield is 0.390. (3) The reactants are [I:1][C:2]1[CH:7]=[CH:6][C:5]([C:8]2[N:9]=[C:10]([C@H:14]([NH:16][CH3:17])[CH3:15])[N:11]([CH3:13])[CH:12]=2)=[CH:4][CH:3]=1.Cl[C:19]([O:21][CH3:22])=[O:20].C([O-])([O-])=O.[Na+].[Na+].C1COCC1. The catalyst is O.CCOC(C)=O. The product is [I:1][C:2]1[CH:3]=[CH:4][C:5]([C:8]2[N:9]=[C:10]([C@H:14]([N:16]([CH3:17])[C:19](=[O:20])[O:21][CH3:22])[CH3:15])[N:11]([CH3:13])[CH:12]=2)=[CH:6][CH:7]=1. The yield is 0.410.